Dataset: Full USPTO retrosynthesis dataset with 1.9M reactions from patents (1976-2016). Task: Predict the reactants needed to synthesize the given product. (1) Given the product [C:37]([OH:44])(=[O:43])/[CH:38]=[CH:39]/[C:40]([OH:42])=[O:41].[CH3:1][O:2][C:3]1[C:12]([CH2:13][CH2:14][N:15]2[CH2:20][CH2:19][CH:18]([N:21]3[C:29]4[C:24](=[CH:25][CH:26]=[C:27]([C:30]([NH:32][CH3:33])=[O:31])[CH:28]=4)[CH:23]=[CH:22]3)[CH2:17][CH2:16]2)=[C:11]2[C:6]([C:7](=[O:36])[CH2:8][C:9]([CH3:34])([CH3:35])[O:10]2)=[CH:5][CH:4]=1, predict the reactants needed to synthesize it. The reactants are: [CH3:1][O:2][C:3]1[C:12]([CH2:13][CH2:14][N:15]2[CH2:20][CH2:19][CH:18]([N:21]3[C:29]4[C:24](=[CH:25][CH:26]=[C:27]([C:30]([NH:32][CH3:33])=[O:31])[CH:28]=4)[CH:23]=[CH:22]3)[CH2:17][CH2:16]2)=[C:11]2[C:6]([C:7](=[O:36])[CH2:8][C:9]([CH3:35])([CH3:34])[O:10]2)=[CH:5][CH:4]=1.[C:37]([OH:44])(=[O:43])/[CH:38]=[CH:39]/[C:40]([OH:42])=[O:41].CC(C)=O. (2) Given the product [CH2:22]([C:20]1[CH:19]=[CH:18][CH:17]=[C:16]2[C:21]=1[C:12]([CH2:11][CH:8]([NH2:7])[CH2:9][NH2:10])=[CH:13][CH:14]=[CH:15]2)[CH3:23], predict the reactants needed to synthesize it. The reactants are: [H-].[H-].[H-].[H-].[Li+].[Al+3].[NH2:7][CH:8]([CH2:11][C:12]1[C:21]2[C:16](=[CH:17][CH:18]=[CH:19][C:20]=2[CH2:22][CH3:23])[CH:15]=[CH:14][CH:13]=1)[C:9]#[N:10].O.[OH-].[Na+]. (3) Given the product [Br:1][C:2]1[N:3]=[C:4]2[C:9](=[N:10][CH:11]=1)[N:8]([CH2:17][CH3:18])[C:7](=[O:12])[N:6]([CH2:13][CH3:14])[C:5]2=[O:15], predict the reactants needed to synthesize it. The reactants are: [Br:1][C:2]1[N:3]=[C:4]2[C:9](=[N:10][CH:11]=1)[NH:8][C:7](=[O:12])[N:6]([CH2:13][CH3:14])[C:5]2=[O:15].I[CH2:17][CH3:18].C(=O)([O-])[O-].[K+].[K+]. (4) The reactants are: C(OC([N:8]1[CH2:12][C@@H:11]([CH2:13][N:14]([CH:31]([CH3:33])[CH3:32])[C:15](=[O:30])[C:16]2[CH:21]=[CH:20][C:19]([O:22][CH3:23])=[C:18]([O:24][CH2:25][CH2:26][CH2:27][O:28][CH3:29])[CH:17]=2)[C@H:10]([NH2:34])[CH2:9]1)=O)(C)(C)C.[CH2:35]([N:42]1[CH2:46][CH2:45][C:44](=O)[CH2:43]1)[C:36]1[CH:41]=[CH:40][CH:39]=[CH:38][CH:37]=1.CC#N.O.CC#N. Given the product [CH2:35]([N:42]1[CH2:46][CH2:45][CH:44]([NH:34][C@@H:10]2[CH2:9][NH:8][CH2:12][C@H:11]2[CH2:13][N:14]([CH:31]([CH3:33])[CH3:32])[C:15](=[O:30])[C:16]2[CH:21]=[CH:20][C:19]([O:22][CH3:23])=[C:18]([O:24][CH2:25][CH2:26][CH2:27][O:28][CH3:29])[CH:17]=2)[CH2:43]1)[C:36]1[CH:41]=[CH:40][CH:39]=[CH:38][CH:37]=1, predict the reactants needed to synthesize it. (5) Given the product [CH2:1]([O:3][C:4]([C:6]1[NH:7][C:8]2[C:13]([CH:14]=1)=[CH:12][C:11]([NH:15][C:34](=[O:35])[CH2:33][N:32]([CH3:37])[CH3:31])=[CH:10][CH:9]=2)=[O:5])[CH3:2], predict the reactants needed to synthesize it. The reactants are: [CH2:1]([O:3][C:4]([C:6]1[NH:7][C:8]2[C:13]([CH:14]=1)=[CH:12][C:11]([N+:15]([O-])=O)=[CH:10][CH:9]=2)=[O:5])[CH3:2].CCN=C=NCCCN(C)C.Cl.Cl.[CH3:31][N:32]([CH3:37])[CH2:33][C:34](O)=[O:35].C([O-])(O)=O.[Na+]. (6) Given the product [NH2:1][C:2]1[N:7]=[CH:6][N:5]=[C:4]2[N:8]([C@@H:24]3[CH2:29][CH2:28][CH2:27][N:26]([C:30]([C:31](=[CH:43][C:44]([CH3:47])([CH3:46])[CH3:45])[C:32]#[N:33])=[O:34])[CH2:25]3)[N:9]=[C:10]([C:11]3[CH:12]=[CH:13][C:14]([O:17][C:18]4[CH:19]=[CH:20][CH:21]=[CH:22][CH:23]=4)=[CH:15][CH:16]=3)[C:3]=12, predict the reactants needed to synthesize it. The reactants are: [NH2:1][C:2]1[N:7]=[CH:6][N:5]=[C:4]2[N:8]([C@@H:24]3[CH2:29][CH2:28][CH2:27][N:26]([C:30](=[O:34])[CH2:31][C:32]#[N:33])[CH2:25]3)[N:9]=[C:10]([C:11]3[CH:16]=[CH:15][C:14]([O:17][C:18]4[CH:23]=[CH:22][CH:21]=[CH:20][CH:19]=4)=[CH:13][CH:12]=3)[C:3]=12.CO.N1CCCCC1.[CH:43](=O)[C:44]([CH3:47])([CH3:46])[CH3:45].